This data is from Reaction yield outcomes from USPTO patents with 853,638 reactions. The task is: Predict the reaction yield, written as a fraction of the theoretical maximum amount of product (1.0 means a 100% yield; for example, 0.34 means a 34% yield). (1) The reactants are [H-].[Na+].[C:3]([C:7]1[CH:30]=[CH:29][C:10]([C:11]([N:13]2[CH2:18][CH2:17][C:16]3([CH2:27][C:26](=[O:28])[C:25]4[C:20](=[CH:21][CH:22]=[CH:23][CH:24]=4)[O:19]3)[CH2:15][CH2:14]2)=[O:12])=[CH:9][C:8]=1[O:31][CH3:32])([CH3:6])([CH3:5])[CH3:4].[CH:33](OCC)=[O:34]. The catalyst is C1COCC1. The product is [C:3]([C:7]1[CH:30]=[CH:29][C:10]([C:11]([N:13]2[CH2:14][CH2:15][C:16]3([C:27](=[CH:33][OH:34])[C:26](=[O:28])[C:25]4[C:20](=[CH:21][CH:22]=[CH:23][CH:24]=4)[O:19]3)[CH2:17][CH2:18]2)=[O:12])=[CH:9][C:8]=1[O:31][CH3:32])([CH3:6])([CH3:4])[CH3:5]. The yield is 0.190. (2) The reactants are [CH2:1]([O:8][CH:9]([C:11]1[NH:16][C:15](=[O:17])[C:14]2=[CH:18][N:19]=[C:20](I)[N:13]2[N:12]=1)[CH3:10])[C:2]1[CH:7]=[CH:6][CH:5]=[CH:4][CH:3]=1.C([O-])([O-])=O.[Cs+].[Cs+].CC1(C)C(C)(C)OB([C:36]2[CH2:37][CH2:38][O:39][CH2:40][CH:41]=2)O1. The catalyst is O1CCOCC1.O.C1C=CC([P]([Pd]([P](C2C=CC=CC=2)(C2C=CC=CC=2)C2C=CC=CC=2)([P](C2C=CC=CC=2)(C2C=CC=CC=2)C2C=CC=CC=2)[P](C2C=CC=CC=2)(C2C=CC=CC=2)C2C=CC=CC=2)(C2C=CC=CC=2)C2C=CC=CC=2)=CC=1. The product is [CH2:1]([O:8][CH:9]([C:11]1[NH:16][C:15](=[O:17])[C:14]2=[CH:18][N:19]=[C:20]([C:36]3[CH2:41][CH2:40][O:39][CH2:38][CH:37]=3)[N:13]2[N:12]=1)[CH3:10])[C:2]1[CH:7]=[CH:6][CH:5]=[CH:4][CH:3]=1. The yield is 0.750. (3) The reactants are I[C:2]1[CH:7]=[CH:6][N:5]=[C:4]([N:8]2[C:16]3[CH2:15][CH2:14][CH2:13][CH2:12][C:11]=3[C:10]([C:17]([NH2:19])=[O:18])=[N:9]2)[CH:3]=1.[C:20]([C@:22]1([OH:29])[CH2:26][CH2:25][N:24]([CH3:27])[C:23]1=[O:28])#[CH:21]. No catalyst specified. The product is [OH:29][C@@:22]1([C:20]#[C:21][C:2]2[CH:7]=[CH:6][N:5]=[C:4]([N:8]3[C:16]4[CH2:15][CH2:14][CH2:13][CH2:12][C:11]=4[C:10]([C:17]([NH2:19])=[O:18])=[N:9]3)[CH:3]=2)[CH2:26][CH2:25][N:24]([CH3:27])[C:23]1=[O:28]. The yield is 0.660. (4) The catalyst is CN(C)C=O.C(OCC)(=O)C. The reactants are [NH2:1][CH:2]1[CH2:7][CH2:6][CH:5]([C:8]([NH:10][C:11]2[CH:26]=[CH:25][C:24]([Cl:27])=[CH:23][C:12]=2[C:13]([NH:15][C:16]2[CH:21]=[CH:20][C:19]([Cl:22])=[CH:18][N:17]=2)=[O:14])=[O:9])[CH2:4][CH2:3]1.C(=O)([O-])[O-].[K+].[K+].Br[CH2:35][CH2:36][CH2:37][CH2:38]Br. The yield is 0.770. The product is [ClH:22].[Cl:27][C:24]1[CH:25]=[CH:26][C:11]([NH:10][C:8]([CH:5]2[CH2:6][CH2:7][CH:2]([N:1]3[CH2:38][CH2:37][CH2:36][CH2:35]3)[CH2:3][CH2:4]2)=[O:9])=[C:12]([CH:23]=1)[C:13]([NH:15][C:16]1[CH:21]=[CH:20][C:19]([Cl:22])=[CH:18][N:17]=1)=[O:14]. (5) The yield is 0.400. The product is [Cl:19][C:14]1[CH:13]=[C:12]([C:10]2[N:9]([C:20]3[CH:21]=[CH:22][C:23]([O:26][CH3:27])=[CH:24][CH:25]=3)[N:8]=[C:7]([CH2:6][C@@H:5]([C:28]3[CH:29]=[C:30]([CH3:34])[CH:31]=[CH:32][CH:33]=3)[C:4]([OH:35])=[O:3])[CH:11]=2)[CH:17]=[CH:16][C:15]=1[Cl:18]. The reactants are C([O:3][C:4](=[O:35])[CH:5]([C:28]1[CH:29]=[C:30]([CH3:34])[CH:31]=[CH:32][CH:33]=1)[CH2:6][C:7]1[CH:11]=[C:10]([C:12]2[CH:17]=[CH:16][C:15]([Cl:18])=[C:14]([Cl:19])[CH:13]=2)[N:9]([C:20]2[CH:25]=[CH:24][C:23]([O:26][CH3:27])=[CH:22][CH:21]=2)[N:8]=1)C.Cl.CCOC(C)=O. The catalyst is P([O-])([O-])([O-])=O.CC(O)C.C1(C)C=CC=CC=1. (6) The reactants are [CH3:1][O:2][C:3]([NH:5][C@H:6]([C:10]([N:12]1[CH2:16][CH2:15][CH2:14][C@H:13]1[C:17]1[NH:18][C:19]2[CH:29]=[CH:28][C:27]3[C:22](=[CH:23][CH:24]=[C:25]4[C:37]5[CH:36]=[CH:35][C:34]([C:38]6[NH:42][C:41]([C@H:43]7[CH2:47][CH2:46][CH2:45][N:44]7C(OC(C)(C)C)=O)=[N:40][CH:39]=6)=[CH:33][C:32]=5[CH2:31][O:30][C:26]4=3)[C:20]=2[N:21]=1)=[O:11])[CH:7]([CH3:9])[CH3:8])=[O:4].Cl.[CH3:56][O:57][C:58]([NH:60][C@@H:61]([CH:65]([CH3:67])[CH3:66])[C:62](O)=[O:63])=[O:59].CN(C(ON1N=NC2C=CC=NC1=2)=[N+](C)C)C.F[P-](F)(F)(F)(F)F.C(N(C(C)C)CC)(C)C. The catalyst is CN(C)C=O.C(#N)C.CO.[OH-].[Na+].C(OCC)(=O)C.C(O)C. The product is [CH3:1][O:2][C:3]([NH:5][C@@H:6]([CH:7]([CH3:9])[CH3:8])[C:10]([N:12]1[CH2:16][CH2:15][CH2:14][C@H:13]1[C:17]1[NH:18][C:19]2[CH:29]=[CH:28][C:27]3[C:22](=[CH:23][CH:24]=[C:25]4[C:37]5[CH:36]=[CH:35][C:34]([C:38]6[NH:42][C:41]([C@H:43]7[CH2:47][CH2:46][CH2:45][N:44]7[C:62](=[O:63])[C@@H:61]([NH:60][C:58](=[O:59])[O:57][CH3:56])[CH:65]([CH3:67])[CH3:66])=[N:40][CH:39]=6)=[CH:33][C:32]=5[CH2:31][O:30][C:26]4=3)[C:20]=2[N:21]=1)=[O:11])=[O:4]. The yield is 0.670. (7) The reactants are [C:1]([CH2:4][CH2:5][CH2:6][O:7][C:8]1[CH:13]=[CH:12][C:11]([S:14]([C:17]2([C:23](OC(C)(C)C)=[O:24])[CH2:22][CH2:21][O:20][CH2:19][CH2:18]2)(=[O:16])=[O:15])=[CH:10][CH:9]=1)(O)=[O:2].O.[OH:31][N:32]1C2C=CC=CC=2N=N1.C(N(CC)CC)C.[F:48][C:49]([F:62])([F:61])[O:50][C:51]1[CH:60]=[CH:59][C:54]([C:55](=[N:57]O)[NH2:56])=[CH:53][CH:52]=1.Cl.CN(C)CCCN=C=NCC. The catalyst is CN(C)C=O. The product is [OH:31][NH:32][C:23]([C:17]1([S:14]([C:11]2[CH:10]=[CH:9][C:8]([O:7][CH2:6][CH2:5][CH2:4][C:1]3[O:2][N:57]=[C:55]([C:54]4[CH:59]=[CH:60][C:51]([O:50][C:49]([F:62])([F:61])[F:48])=[CH:52][CH:53]=4)[N:56]=3)=[CH:13][CH:12]=2)(=[O:15])=[O:16])[CH2:18][CH2:19][O:20][CH2:21][CH2:22]1)=[O:24]. The yield is 0.810. (8) The reactants are [C:1]1(/[CH:7]=[CH:8]/[C:9]([O:11][CH2:12][CH2:13][O:14][C:15]([NH:17][C:18]2([C:21]([OH:23])=[O:22])[CH2:20][CH2:19]2)=[O:16])=[O:10])[CH:6]=[CH:5][CH:4]=[CH:3][CH:2]=1.C(OC(=O)C)C. The catalyst is [Pd].C(O)C. The product is [C:1]1([CH2:7][CH2:8][C:9]([O:11][CH2:12][CH2:13][O:14][C:15]([NH:17][C:18]2([C:21]([OH:23])=[O:22])[CH2:19][CH2:20]2)=[O:16])=[O:10])[CH:6]=[CH:5][CH:4]=[CH:3][CH:2]=1. The yield is 0.800. (9) The reactants are C(NC(C)C)(C)C.C([Li])CCC.[Cl:13][C:14]1[CH:15]=[C:16]([CH2:20][C:21]([OH:23])=[O:22])[CH:17]=[CH:18][CH:19]=1.[C:24]1(=[O:30])[CH2:29][CH2:28][CH2:27][CH2:26][CH2:25]1. The catalyst is O1CCCC1. The product is [Cl:13][C:14]1[CH:15]=[C:16]([CH:20]([C:24]2([OH:30])[CH2:29][CH2:28][CH2:27][CH2:26][CH2:25]2)[C:21]([OH:23])=[O:22])[CH:17]=[CH:18][CH:19]=1. The yield is 0.960.